From a dataset of CYP2C9 inhibition data for predicting drug metabolism from PubChem BioAssay. Regression/Classification. Given a drug SMILES string, predict its absorption, distribution, metabolism, or excretion properties. Task type varies by dataset: regression for continuous measurements (e.g., permeability, clearance, half-life) or binary classification for categorical outcomes (e.g., BBB penetration, CYP inhibition). Dataset: cyp2c9_veith. The compound is CN1CCN(c2ncncc2-c2ccccc2C(F)(F)F)CC1. The result is 0 (non-inhibitor).